From a dataset of Reaction yield outcomes from USPTO patents with 853,638 reactions. Predict the reaction yield, written as a fraction of the theoretical maximum amount of product (1.0 means a 100% yield; for example, 0.34 means a 34% yield). The reactants are F[C:2]1[CH:7]=[CH:6][CH:5]=[CH:4][C:3]=1[N+:8]([O-:10])=[O:9].[C:11]([NH:18][C@H:19]1[CH2:24][CH2:23][CH2:22][NH:21][CH2:20]1)([O:13][C:14]([CH3:17])([CH3:16])[CH3:15])=[O:12].CCN(C(C)C)C(C)C. The yield is 0.940. The catalyst is CCO. The product is [N+:8]([C:3]1[CH:4]=[CH:5][CH:6]=[CH:7][C:2]=1[N:21]1[CH2:22][CH2:23][CH2:24][C@H:19]([NH:18][C:11](=[O:12])[O:13][C:14]([CH3:16])([CH3:15])[CH3:17])[CH2:20]1)([O-:10])=[O:9].